This data is from Catalyst prediction with 721,799 reactions and 888 catalyst types from USPTO. The task is: Predict which catalyst facilitates the given reaction. (1) Reactant: [CH:1]1([CH2:4][N:5]2[C:9]3[CH:10]=[CH:11][C:12]([CH:14]=[O:15])=[CH:13][C:8]=3[N:7]=[C:6]2[CH2:16][C:17]2[CH:22]=[CH:21][C:20]([O:23][CH2:24][CH3:25])=[CH:19][CH:18]=2)[CH2:3][CH2:2]1.[CH3:26][Mg]Br.O. Product: [CH:1]1([CH2:4][N:5]2[C:9]3[CH:10]=[CH:11][C:12]([CH:14]([OH:15])[CH3:26])=[CH:13][C:8]=3[N:7]=[C:6]2[CH2:16][C:17]2[CH:18]=[CH:19][C:20]([O:23][CH2:24][CH3:25])=[CH:21][CH:22]=2)[CH2:3][CH2:2]1. The catalyst class is: 1. (2) Reactant: [CH2:1]1[C:6]2([CH2:11][CH2:10][NH:9][CH2:8][CH2:7]2)[CH2:5][CH2:4][N:3]([C:12]([O:14][C:15]([CH3:18])([CH3:17])[CH3:16])=[O:13])[CH2:2]1.C(O)(=O)C.C(O[C:26]1(O[Si](C)(C)C)[CH2:28][CH2:27]1)C.[BH3-]C#N.[Na+].C1COCC1. Product: [CH:26]1([N:9]2[CH2:10][CH2:11][C:6]3([CH2:1][CH2:2][N:3]([C:12]([O:14][C:15]([CH3:18])([CH3:17])[CH3:16])=[O:13])[CH2:4][CH2:5]3)[CH2:7][CH2:8]2)[CH2:28][CH2:27]1. The catalyst class is: 5. (3) Reactant: [C:1]([OH:24])(=[O:23])[CH2:2][CH2:3][CH2:4][CH2:5][CH2:6][CH2:7][CH2:8][CH2:9][CH2:10][CH2:11][CH2:12][CH2:13][CH2:14][CH2:15][CH2:16][CH2:17][CH2:18][CH2:19][C:20]([OH:22])=[O:21].[C:25](OC(O[C:25]([CH3:28])([CH3:27])[CH3:26])N(C)C)([CH3:28])([CH3:27])[CH3:26]. Product: [C:25]([O:21][C:20](=[O:22])[CH2:19][CH2:18][CH2:17][CH2:16][CH2:15][CH2:14][CH2:13][CH2:12][CH2:11][CH2:10][CH2:9][CH2:8][CH2:7][CH2:6][CH2:5][CH2:4][CH2:3][CH2:2][C:1]([OH:24])=[O:23])([CH3:28])([CH3:27])[CH3:26]. The catalyst class is: 11. (4) Reactant: [CH:1](NC(C)C)(C)C.C(=O)=O.CC(C)=O.C(O[C:20](=[O:29])[NH:21][C@@H:22]([CH3:28])[C:23]([CH:25]1[CH2:27][CH2:26]1)=[O:24])(C)(C)C.[Cl-].[NH4+]. Product: [CH:25]1([C@@:23]2([OH:24])[C@H:22]([CH3:28])[NH:21][C:20](=[O:29])[CH2:1]2)[CH2:26][CH2:27]1. The catalyst class is: 54. (5) Reactant: [Br:1][C:2]1[O:3][C:4]([C:11](Cl)=[O:12])=[C:5]([C:7]([F:10])([F:9])[F:8])[N:6]=1.[NH2:14][C:15]1[CH:16]=[CH:17][C:18]([N:21]2[CH2:26][CH2:25][CH:24]([C:27]3[CH:32]=[CH:31][CH:30]=[CH:29][CH:28]=3)[CH2:23][CH2:22]2)=[N:19][CH:20]=1.C(N(CC)CC)C. Product: [Br:1][C:2]1[O:3][C:4]([C:11]([NH:14][C:15]2[CH:16]=[CH:17][C:18]([N:21]3[CH2:22][CH2:23][CH:24]([C:27]4[CH:28]=[CH:29][CH:30]=[CH:31][CH:32]=4)[CH2:25][CH2:26]3)=[N:19][CH:20]=2)=[O:12])=[C:5]([C:7]([F:10])([F:9])[F:8])[N:6]=1. The catalyst class is: 2. (6) Reactant: [CH3:1][NH:2][CH3:3].[CH3:4][O:5][C:6](=[O:21])[CH2:7][C:8]1[C:17]([Cl:18])=[CH:16][CH:15]=[C:14]2[C:9]=1[N:10]=[C:11]([CH:19]=O)[CH:12]=[N:13]2.[BH3-]C#N.[Na+].C(O)(=O)C.C([O-])(O)=O.[Na+]. Product: [CH3:4][O:5][C:6](=[O:21])[CH2:7][C:8]1[C:17]([Cl:18])=[CH:16][CH:15]=[C:14]2[C:9]=1[N:10]=[C:11]([CH2:19][N:2]([CH3:3])[CH3:1])[CH:12]=[N:13]2. The catalyst class is: 87. (7) Reactant: [Br:1][C:2]1[CH:3]=[C:4]2[C:8](=[CH:9][CH:10]=1)[C:7]1([C:14](=[O:15])[NH:13][C:12](=[O:16])[NH:11]1)[CH2:6][CH2:5]2.Br[CH2:18][C:19]([O:21][C:22]([CH3:25])([CH3:24])[CH3:23])=[O:20].C(=O)([O-])[O-].[K+].[K+].O. Product: [Br:1][C:2]1[CH:3]=[C:4]2[C:8](=[CH:9][CH:10]=1)[C:7]1([C:14](=[O:15])[N:13]([CH2:18][C:19]([O:21][C:22]([CH3:25])([CH3:24])[CH3:23])=[O:20])[C:12](=[O:16])[NH:11]1)[CH2:6][CH2:5]2. The catalyst class is: 9. (8) Reactant: [NH2:1][CH2:2][C@@H:3]1[CH2:8][CH2:7][CH2:6][N:5]([C:9]2[C:18]3[C:13](=[CH:14][C:15]([CH3:19])=[CH:16][CH:17]=3)[N:12]=[C:11]([C:20]3[CH:25]=[CH:24][CH:23]=[CH:22][C:21]=3[OH:26])[N:10]=2)[CH2:4]1.Cl[C:28]([O:30][C@H:31]1[CH2:35][CH2:34][O:33][CH2:32]1)=[O:29].C(N(CC)CC)C. Product: [OH:26][C:21]1[CH:22]=[CH:23][CH:24]=[CH:25][C:20]=1[C:11]1[N:10]=[C:9]([N:5]2[CH2:6][CH2:7][CH2:8][C@@H:3]([CH2:2][NH:1][C:28](=[O:29])[O:30][C@H:31]3[CH2:35][CH2:34][O:33][CH2:32]3)[CH2:4]2)[C:18]2[C:13](=[CH:14][C:15]([CH3:19])=[CH:16][CH:17]=2)[N:12]=1. The catalyst class is: 3. (9) Reactant: [CH2:1]([C:4]1[S:31][C:7]2[N:8]=[C:9]([N:25]3[CH2:29][CH2:28][C@H:27]([NH2:30])[CH2:26]3)[N:10]=[C:11]([N:12]3[CH2:17][CH2:16][N:15]4[C:18]([C:21]([F:24])([F:23])[F:22])=[N:19][N:20]=[C:14]4[CH2:13]3)[C:6]=2[CH:5]=1)[CH2:2][CH3:3].C(N(CC)CC)C.[CH3:39][O:40][C:41](Cl)=[O:42]. Product: [CH3:39][O:40][C:41](=[O:42])[NH:30][C@H:27]1[CH2:28][CH2:29][N:25]([C:9]2[N:10]=[C:11]([N:12]3[CH2:17][CH2:16][N:15]4[C:18]([C:21]([F:22])([F:23])[F:24])=[N:19][N:20]=[C:14]4[CH2:13]3)[C:6]3[CH:5]=[C:4]([CH2:1][CH2:2][CH3:3])[S:31][C:7]=3[N:8]=2)[CH2:26]1. The catalyst class is: 4. (10) The catalyst class is: 26. Reactant: [NH:1]1[C:10]2[C:5](=[CH:6][CH:7]=[CH:8][CH:9]=2)[CH2:4][CH:3]([NH:11][C:12](=[O:18])[O:13][C:14]([CH3:17])([CH3:16])[CH3:15])[CH2:2]1.[F:19][C:20]1[CH:27]=[C:26]([F:28])[CH:25]=[CH:24][C:21]=1[CH:22]=O.C(O[BH-](OC(=O)C)OC(=O)C)(=O)C.C[N+](C)(C)C. Product: [F:19][C:20]1[CH:27]=[C:26]([F:28])[CH:25]=[CH:24][C:21]=1[CH2:22][N:1]1[C:10]2[C:5](=[CH:6][CH:7]=[CH:8][CH:9]=2)[CH2:4][CH:3]([NH:11][C:12](=[O:18])[O:13][C:14]([CH3:15])([CH3:17])[CH3:16])[CH2:2]1.